From a dataset of Full USPTO retrosynthesis dataset with 1.9M reactions from patents (1976-2016). Predict the reactants needed to synthesize the given product. Given the product [Br:1][C:2]1[S:6][C:5]([NH:7][C:33](=[O:34])[CH2:32][C:31]([OH:30])([CH3:37])[CH3:36])=[N:4][C:3]=1[CH2:8][CH:9]1[CH2:10][CH2:11][CH2:12][CH2:13][CH2:14]1, predict the reactants needed to synthesize it. The reactants are: [Br:1][C:2]1[S:6][C:5]([NH2:7])=[N:4][C:3]=1[CH2:8][CH:9]1[CH2:14][CH2:13][CH2:12][CH2:11][CH2:10]1.C1CCC(N=C=NC2CCCCC2)CC1.[OH:30][C:31]([CH3:37])([CH3:36])[CH2:32][C:33](O)=[O:34].